Predict the product of the given reaction. From a dataset of Forward reaction prediction with 1.9M reactions from USPTO patents (1976-2016). (1) Given the reactants [C:1]([O:5][C:6]([NH:8][C@@H:9]1[CH2:14][CH2:13][CH2:12][C@H:11]([C:15](O)=[O:16])[CH2:10]1)=[O:7])([CH3:4])([CH3:3])[CH3:2].ClC(OCC(C)C)=O.[BH4-].[Na+].S([O-])(O)(=O)=O.[K+].C(=O)([O-])O.[Na+], predict the reaction product. The product is: [C:1]([O:5][C:6](=[O:7])[NH:8][C@H:9]1[CH2:14][CH2:13][CH2:12][C@@H:11]([CH2:15][OH:16])[CH2:10]1)([CH3:4])([CH3:2])[CH3:3]. (2) Given the reactants [H-].[H-].[H-].[H-].[Li+].[Al+3].[F:7][C:8]1[C:16]([F:17])=[CH:15][CH:14]=[C:10]([C:11](O)=[O:12])[C:9]=1[C:18](O)=[O:19], predict the reaction product. The product is: [F:7][C:8]1[C:16]([F:17])=[CH:15][CH:14]=[C:10]([CH2:11][OH:12])[C:9]=1[CH2:18][OH:19]. (3) Given the reactants [NH:1]1[C:9]2[C:4](=[CH:5][CH:6]=[CH:7][CH:8]=2)[CH:3]=[N:2]1.Br[CH2:11][C:12]([O:14][C:15]([CH3:18])([CH3:17])[CH3:16])=[O:13], predict the reaction product. The product is: [C:15]([O:14][C:12](=[O:13])[CH2:11][N:1]1[C:9]2[C:4](=[CH:5][CH:6]=[CH:7][CH:8]=2)[CH:3]=[N:2]1)([CH3:18])([CH3:17])[CH3:16]. (4) Given the reactants [OH:1][C:2]1[CH:7]=[CH:6][C:5]([C:8]2[CH:9]=[C:10]([CH:17]=O)[C:11]3[O:15][CH:14]=[CH:13][C:12]=3[CH:16]=2)=[CH:4][CH:3]=1.[NH2:19][OH:20].CO.N1C=CC=CC=1, predict the reaction product. The product is: [OH:1][C:2]1[CH:7]=[CH:6][C:5]([C:8]2[CH:9]=[C:10]([CH:17]=[N:19][OH:20])[C:11]3[O:15][CH:14]=[CH:13][C:12]=3[CH:16]=2)=[CH:4][CH:3]=1. (5) Given the reactants [O:1]1[CH:5]=[CH:4][CH:3]=[C:2]1[C:6]1[C:10]([C:11]2[CH:16]=[CH:15][CH:14]=[CH:13][CH:12]=2)=[C:9]([CH3:17])[O:8][N:7]=1.C1C(=O)N([Br:25])C(=O)C1.O.[K+].[Br-], predict the reaction product. The product is: [Br:25][C:5]1[O:1][C:2]([C:6]2[C:10]([C:11]3[CH:12]=[CH:13][CH:14]=[CH:15][CH:16]=3)=[C:9]([CH3:17])[O:8][N:7]=2)=[CH:3][CH:4]=1.